The task is: Predict the reaction yield, written as a fraction of the theoretical maximum amount of product (1.0 means a 100% yield; for example, 0.34 means a 34% yield).. This data is from Reaction yield outcomes from USPTO patents with 853,638 reactions. (1) The reactants are Br[C:2]1[CH:3]=[C:4]([C:8]([O:10][CH3:11])=[O:9])[CH:5]=[N:6][CH:7]=1.[CH2:12]([Zn]CC)[CH3:13]. The catalyst is O1CCOCC1.Cl[Pd]Cl. The product is [CH2:12]([C:2]1[CH:3]=[C:4]([C:8]([O:10][CH3:11])=[O:9])[CH:5]=[N:6][CH:7]=1)[CH3:13]. The yield is 0.550. (2) The yield is 0.760. The catalyst is CO.[Pd]. The reactants are [CH3:1][O:2][C:3]1[CH:8]=[C:7]([O:9][CH2:10][CH2:11][O:12][CH3:13])[CH:6]=[CH:5][C:4]=1[N+:14]([O-])=O.[ClH:17]. The product is [ClH:17].[CH3:1][O:2][C:3]1[CH:8]=[C:7]([O:9][CH2:10][CH2:11][O:12][CH3:13])[CH:6]=[CH:5][C:4]=1[NH2:14].